The task is: Predict the reactants needed to synthesize the given product.. This data is from Full USPTO retrosynthesis dataset with 1.9M reactions from patents (1976-2016). (1) Given the product [CH3:1][O:2][C:3]1[CH:27]=[CH:26][C:6]([CH2:7][N:8]2[CH:12]=[C:11]([C:13]3[N:14]=[C:15]([NH:19][C:20]4[CH:25]=[CH:24][CH:23]=[CH:22][N:21]=4)[S:16][C:17]=3[N:28]3[CH2:33][CH2:32][CH2:31][CH2:30][CH2:29]3)[CH:10]=[N:9]2)=[CH:5][CH:4]=1, predict the reactants needed to synthesize it. The reactants are: [CH3:1][O:2][C:3]1[CH:27]=[CH:26][C:6]([CH2:7][N:8]2[CH:12]=[C:11]([C:13]3[N:14]=[C:15]([NH:19][C:20]4[CH:25]=[CH:24][CH:23]=[CH:22][N:21]=4)[S:16][C:17]=3Br)[CH:10]=[N:9]2)=[CH:5][CH:4]=1.[NH:28]1[CH2:33][CH2:32][CH2:31][CH2:30][CH2:29]1.CCN(CC)CC. (2) Given the product [NH2:14][C:10]1[CH:9]=[C:8]([CH2:7][C:6]([O:5][C:1]([CH3:4])([CH3:3])[CH3:2])=[O:28])[CH:13]=[CH:12][N:11]=1, predict the reactants needed to synthesize it. The reactants are: [C:1]([O:5][C:6](=[O:28])[CH2:7][C:8]1[CH:13]=[CH:12][N:11]=[C:10]([N:14]=C(C2C=CC=CC=2)C2C=CC=CC=2)[CH:9]=1)([CH3:4])([CH3:3])[CH3:2].Cl. (3) Given the product [CH:17]1([NH:23][C:10]([C@H:9]2[CH2:13][C@@H:14]([OH:16])[CH2:15][N:8]2[C:6]([O:5][C:1]([CH3:2])([CH3:3])[CH3:4])=[O:7])=[O:12])[CH2:22][CH2:21][CH2:20][CH2:19][CH2:18]1, predict the reactants needed to synthesize it. The reactants are: [C:1]([O:5][C:6]([N:8]1[CH2:15][C@H:14]([OH:16])[CH2:13][C@@H:9]1[C:10]([OH:12])=O)=[O:7])([CH3:4])([CH3:3])[CH3:2].[CH:17]1([NH2:23])[CH2:22][CH2:21][CH2:20][CH2:19][CH2:18]1.CN(C(ON1N=NC2C=CC=NC1=2)=[N+](C)C)C.F[P-](F)(F)(F)(F)F.C(N(CC)CC)C.